From a dataset of Catalyst prediction with 721,799 reactions and 888 catalyst types from USPTO. Predict which catalyst facilitates the given reaction. (1) Reactant: [NH2:1][C:2]([C:4]1[NH:8][C:7]([C:9]([O:11]CC)=[O:10])=[C:6]([CH3:14])[C:5]=1[S:15]([N:18]1[CH2:22][CH2:21][CH2:20][CH2:19]1)(=[O:17])=[O:16])=[O:3].[OH-].[Li+]. Product: [NH2:1][C:2]([C:4]1[NH:8][C:7]([C:9]([OH:11])=[O:10])=[C:6]([CH3:14])[C:5]=1[S:15]([N:18]1[CH2:22][CH2:21][CH2:20][CH2:19]1)(=[O:17])=[O:16])=[O:3]. The catalyst class is: 57. (2) The catalyst class is: 4. Product: [Br:1][C:2]1[CH:10]=[C:9]([N+:11]([O-:13])=[O:12])[CH:8]=[CH:7][C:3]=1[C:4](=[O:6])[CH2:15][Cl:14]. Reactant: [Br:1][C:2]1[CH:10]=[C:9]([N+:11]([O-:13])=[O:12])[CH:8]=[CH:7][C:3]=1[C:4]([OH:6])=O.[Cl:14][C:15](N(C)C)=C(C)C. (3) Reactant: C([N:4]1[C:8]2[CH:9]=[CH:10][C:11]([C:15]([O:17]C)=[O:16])=[C:12]([O:13][CH3:14])[C:7]=2[N:6]=[N:5]1)(=O)C.[OH-].[Na+]. Product: [CH3:14][O:13][C:12]1[C:7]2[N:6]=[N:5][NH:4][C:8]=2[CH:9]=[CH:10][C:11]=1[C:15]([OH:17])=[O:16]. The catalyst class is: 24. (4) Reactant: COC1C=CC(P2(SP(C3C=CC(OC)=CC=3)(=S)S2)=[S:10])=CC=1.[C:23]12([NH:33][CH2:34][C:35]([NH:37][C:38]3[CH:42]=[CH:41][S:40][CH:39]=3)=O)[CH2:32][CH:27]3[CH2:28][CH:29]([CH2:31][CH:25]([CH2:26]3)[CH2:24]1)[CH2:30]2. Product: [C:23]12([NH:33][CH2:34][C:35]([NH:37][C:38]3[CH:42]=[CH:41][S:40][CH:39]=3)=[S:10])[CH2:32][CH:27]3[CH2:28][CH:29]([CH2:31][CH:25]([CH2:26]3)[CH2:24]1)[CH2:30]2. The catalyst class is: 11. (5) Reactant: O=P(Cl)(Cl)Cl.CN([CH:9]=[O:10])C.[CH2:11]1[CH2:19][O:18][C:17]2[C:13](=[CH:14][NH:15][CH:16]=2)[O:12]1.[OH-].[Na+]. Product: [CH:9]([C:14]1[NH:15][CH:16]=[C:17]2[O:18][CH2:19][CH2:11][O:12][C:13]=12)=[O:10]. The catalyst class is: 2. (6) Reactant: [OH:1][NH:2][CH2:3][CH2:4][C:5]([O:7][C:8]([CH3:11])([CH3:10])[CH3:9])=[O:6].C(Cl)Cl.[Cl-].[S:16]([C:20]1[CH:26]=[CH:25][C:23]([CH3:24])=[CH:22][CH:21]=1)([O-])(=[O:18])=[O:17]. Product: [S:16]([O:1][NH:2][CH2:3][CH2:4][C:5]([O:7][C:8]([CH3:11])([CH3:10])[CH3:9])=[O:6])([C:20]1[CH:26]=[CH:25][C:23]([CH3:24])=[CH:22][CH:21]=1)(=[O:18])=[O:17]. The catalyst class is: 17. (7) Reactant: [Cl:1][C:2]1[CH:3]=[C:4]([CH:8]2[CH2:10][O:9]2)[CH:5]=[CH:6][CH:7]=1.[CH3:11][NH2:12]. Product: [Cl:1][C:2]1[CH:3]=[C:4]([CH:8]([OH:9])[CH2:10][NH:12][CH3:11])[CH:5]=[CH:6][CH:7]=1. The catalyst class is: 5. (8) The catalyst class is: 7. Reactant: [Cl-].[Li+].[I-].[Sm+2].[I-].[C:6]1(=[O:10])[CH2:9][CH2:8][CH2:7]1.S([O-])([O-])(=O)=S.[Na+].[Na+]. Product: [C:6]1([OH:10])([C:6]2([OH:10])[CH2:9][CH2:8][CH2:7]2)[CH2:9][CH2:8][CH2:7]1. (9) Reactant: [Cl:1][C:2]1[CH:3]=[C:4]([CH:9]=[CH:10][CH:11]=1)[C:5]([NH:7][NH2:8])=[O:6].N1C=CC=CC=1.[N+:18]([C:21]1[CH:22]=[C:23]([CH:27]=[CH:28][CH:29]=1)[C:24](Cl)=[O:25])([O-:20])=[O:19]. Product: [Cl:1][C:2]1[CH:3]=[C:4]([CH:9]=[CH:10][CH:11]=1)[C:5]([NH:7][NH:8][C:24]([C:23]1[CH:27]=[CH:28][CH:29]=[C:21]([N+:18]([O-:20])=[O:19])[CH:22]=1)=[O:25])=[O:6]. The catalyst class is: 2. (10) Reactant: COC[O:4][C:5]1[CH:29]=[C:28]([CH:30]([CH3:32])[CH3:31])[CH:27]=[CH:26][C:6]=1[C:7]([NH:9][C:10]1[CH:25]=[CH:24][CH:23]=[CH:22][C:11]=1[C:12]([NH:14][C:15]1[CH:20]=[CH:19][C:18]([Cl:21])=[CH:17][N:16]=1)=[O:13])=[O:8].C(O)(C(F)(F)F)=O.O. Product: [OH:4][C:5]1[CH:29]=[C:28]([CH:30]([CH3:32])[CH3:31])[CH:27]=[CH:26][C:6]=1[C:7]([NH:9][C:10]1[CH:25]=[CH:24][CH:23]=[CH:22][C:11]=1[C:12]([NH:14][C:15]1[CH:20]=[CH:19][C:18]([Cl:21])=[CH:17][N:16]=1)=[O:13])=[O:8]. The catalyst class is: 4.